From a dataset of Forward reaction prediction with 1.9M reactions from USPTO patents (1976-2016). Predict the product of the given reaction. (1) Given the reactants C([O-])([O-])=O.[Na+].[Na+].Br[C:8]1[CH:9]=[C:10]2[C:14](=[CH:15][CH:16]=1)[NH:13][CH:12]=[CH:11]2.[F:17][C:18]([F:30])([F:29])[O:19][C:20]1[CH:25]=[CH:24][C:23](B(O)O)=[CH:22][CH:21]=1.O, predict the reaction product. The product is: [F:17][C:18]([F:29])([F:30])[O:19][C:20]1[CH:25]=[CH:24][C:23]([C:8]2[CH:9]=[C:10]3[C:14](=[CH:15][CH:16]=2)[NH:13][CH:12]=[CH:11]3)=[CH:22][CH:21]=1. (2) Given the reactants Br[CH2:2][CH2:3][C:4]1[CH:9]=[CH:8][C:7]([C:10]([C:15]2[CH:29]=[CH:28][C:18]([O:19][CH2:20][C@@H:21]3[CH2:25][O:24][C:23]([CH3:27])([CH3:26])[O:22]3)=[C:17]([CH3:30])[CH:16]=2)([CH2:13][CH3:14])[CH2:11][CH3:12])=[CH:6][C:5]=1[CH3:31].[C:32]([SH:36])([CH3:35])([CH3:34])[CH3:33].[OH-].[K+].O, predict the reaction product. The product is: [C:32]([S:36][CH2:2][CH2:3][C:4]1[CH:9]=[CH:8][C:7]([C:10]([C:15]2[CH:29]=[CH:28][C:18]([O:19][CH2:20][C@@H:21]3[CH2:25][O:24][C:23]([CH3:27])([CH3:26])[O:22]3)=[C:17]([CH3:30])[CH:16]=2)([CH2:13][CH3:14])[CH2:11][CH3:12])=[CH:6][C:5]=1[CH3:31])([CH3:35])([CH3:34])[CH3:33]. (3) Given the reactants Br[C:2]1[C:10]2[S:9][C:8]([NH:11][C:12]([NH:14][CH2:15][CH3:16])=[O:13])=[N:7][C:6]=2[CH:5]=[C:4]([C:17]2[CH:18]=[N:19][CH:20]=[CH:21][CH:22]=2)[CH:3]=1.[CH3:23][N:24]([CH3:44])[C:25]1[CH:30]=[CH:29][CH:28]=[C:27]([Sn](CCCC)(CCCC)CCCC)[N:26]=1, predict the reaction product. The product is: [CH3:23][N:24]([CH3:44])[C:25]1[N:26]=[C:27]([C:2]2[C:10]3[S:9][C:8]([NH:11][C:12]([NH:14][CH2:15][CH3:16])=[O:13])=[N:7][C:6]=3[CH:5]=[C:4]([C:17]3[CH:18]=[N:19][CH:20]=[CH:21][CH:22]=3)[CH:3]=2)[CH:28]=[CH:29][CH:30]=1. (4) Given the reactants [CH:1]1([NH:4][C:5]2[C:10]([C:11]([NH2:13])=[O:12])=[CH:9][N:8]=[C:7]([NH:14][C:15]3[CH:20]=[CH:19][C:18]([CH:21]4[CH2:26][CH2:25][NH:24][CH2:23][CH2:22]4)=[CH:17][CH:16]=3)[N:6]=2)[CH2:3][CH2:2]1.CCN(C(C)C)C(C)C.FC(F)(F)S(O[CH2:42][CH:43]([F:45])[F:44])(=O)=O, predict the reaction product. The product is: [CH:1]1([NH:4][C:5]2[C:10]([C:11]([NH2:13])=[O:12])=[CH:9][N:8]=[C:7]([NH:14][C:15]3[CH:20]=[CH:19][C:18]([CH:21]4[CH2:26][CH2:25][N:24]([CH2:42][CH:43]([F:45])[F:44])[CH2:23][CH2:22]4)=[CH:17][CH:16]=3)[N:6]=2)[CH2:3][CH2:2]1. (5) Given the reactants [OH:1][C:2]1[CH:15]=[CH:14][C:5]2[N:6]=[C:7]([NH:9][C:10](=[O:13])OC)[S:8][C:4]=2[CH:3]=1.[N:16]1([CH2:22][CH2:23][NH2:24])[CH2:21][CH2:20][O:19][CH2:18][CH2:17]1, predict the reaction product. The product is: [OH:1][C:2]1[CH:15]=[CH:14][C:5]2[N:6]=[C:7]([NH:9][C:10]([NH:24][CH2:23][CH2:22][N:16]3[CH2:21][CH2:20][O:19][CH2:18][CH2:17]3)=[O:13])[S:8][C:4]=2[CH:3]=1. (6) Given the reactants [F:1][C:2]1[CH:3]=[C:4]([N:19]([C:28]2[CH:33]=[CH:32][C:31]([F:34])=[CH:30][CH:29]=2)[C:20]([C:22]2([C:25]([NH2:27])=[O:26])[CH2:24][CH2:23]2)=[O:21])[CH:5]=[CH:6][C:7]=1[O:8][C:9]1[CH:14]=[CH:13][N:12]=[C:11]2[CH:15]=[C:16](I)[S:17][C:10]=12.[CH3:35][N:36]1[CH2:41][CH2:40][N:39]([C:42]([CH3:46])([C:44]#[CH:45])[CH3:43])[CH2:38][CH2:37]1, predict the reaction product. The product is: [F:1][C:2]1[CH:3]=[C:4]([N:19]([C:28]2[CH:33]=[CH:32][C:31]([F:34])=[CH:30][CH:29]=2)[C:20]([C:22]2([C:25]([NH2:27])=[O:26])[CH2:24][CH2:23]2)=[O:21])[CH:5]=[CH:6][C:7]=1[O:8][C:9]1[CH:14]=[CH:13][N:12]=[C:11]2[CH:15]=[C:16]([C:45]#[C:44][C:42]([CH3:46])([N:39]3[CH2:38][CH2:37][N:36]([CH3:35])[CH2:41][CH2:40]3)[CH3:43])[S:17][C:10]=12.